From a dataset of Reaction yield outcomes from USPTO patents with 853,638 reactions. Predict the reaction yield, written as a fraction of the theoretical maximum amount of product (1.0 means a 100% yield; for example, 0.34 means a 34% yield). (1) The reactants are [CH2:1]([O:8][C:9]1[CH:14]=[C:13]([Br:15])[CH:12]=[C:11]([N+:16]([O-])=[O:17])[C:10]=1[NH:19][C:20](=O)[C:21]([F:24])([F:23])[F:22])[C:2]1[CH:7]=[CH:6][CH:5]=[CH:4][CH:3]=1. The catalyst is C(O)C.[Ni]. The product is [CH2:1]([O:8][C:9]1[C:10]2[N:19]=[C:20]([C:21]([F:24])([F:23])[F:22])[N:16]([OH:17])[C:11]=2[CH:12]=[C:13]([Br:15])[CH:14]=1)[C:2]1[CH:7]=[CH:6][CH:5]=[CH:4][CH:3]=1. The yield is 0.580. (2) The reactants are FC(F)(F)C(O)=O.C(OC(=O)[NH:14][CH2:15][C:16]([N:18]1[CH2:23][CH2:22][N:21]([C:24]([N:26]2[CH:30]([C:31]3[CH:36]=[CH:35][C:34]([Cl:37])=[CH:33][CH:32]=3)[CH:29]([C:38]3[CH:43]=[CH:42][C:41]([Cl:44])=[CH:40][CH:39]=3)[N:28]=[C:27]2[C:45]2[CH:50]=[CH:49][C:48]([O:51][CH3:52])=[CH:47][C:46]=2[O:53][CH:54]([CH3:56])[CH3:55])=[O:25])[CH2:20][CH2:19]1)=[O:17])(C)(C)C. The catalyst is C(Cl)Cl. The product is [NH2:14][CH2:15][C:16]([N:18]1[CH2:23][CH2:22][N:21]([C:24]([N:26]2[CH:30]([C:31]3[CH:32]=[CH:33][C:34]([Cl:37])=[CH:35][CH:36]=3)[CH:29]([C:38]3[CH:43]=[CH:42][C:41]([Cl:44])=[CH:40][CH:39]=3)[N:28]=[C:27]2[C:45]2[CH:50]=[CH:49][C:48]([O:51][CH3:52])=[CH:47][C:46]=2[O:53][CH:54]([CH3:56])[CH3:55])=[O:25])[CH2:20][CH2:19]1)=[O:17]. The yield is 0.650. (3) The product is [C:33]([O:35][CH:11]1[C:7]2=[N:8][CH:9]=[C:4]([N+:1]([O-:3])=[O:2])[C:5]([N:14]3[CH2:19][C@H:18]([C:20]([F:21])([F:23])[F:22])[CH2:17][C@H:16]([NH:24][C:25]([O:26][C:27]([CH3:28])([CH3:29])[CH3:30])=[O:31])[CH2:15]3)=[C:6]2[CH2:13][CH2:12]1)(=[O:34])[CH3:32]. No catalyst specified. The yield is 0.780. The reactants are [N+:1]([C:4]1[C:5]([N:14]2[CH2:19][C@H:18]([C:20]([F:23])([F:22])[F:21])[CH2:17][C@H:16]([NH:24][C:25](=[O:31])[O:26][C:27]([CH3:30])([CH3:29])[CH3:28])[CH2:15]2)=[C:6]2[CH2:13][CH2:12][CH2:11][C:7]2=[N+:8]([O-])[CH:9]=1)([O-:3])=[O:2].[CH3:32][C:33]([O:35]C(C)=O)=[O:34].